Task: Predict which catalyst facilitates the given reaction.. Dataset: Catalyst prediction with 721,799 reactions and 888 catalyst types from USPTO (1) Reactant: Cl.[CH:2]1([C:8]2[NH:12][C:11](=[O:13])[C:10]3([CH2:18][CH2:17][N:16]([S:19]([CH2:22][CH2:23][CH2:24][C:25]4[CH:26]=[C:27]([NH:31]C(=O)C)[CH:28]=[CH:29][CH:30]=4)(=[O:21])=[O:20])[CH2:15][CH2:14]3)[N:9]=2)[CH2:7][CH2:6][CH2:5][CH2:4][CH2:3]1. Product: [NH2:31][C:27]1[CH:26]=[C:25]([CH2:24][CH2:23][CH2:22][S:19]([N:16]2[CH2:15][CH2:14][C:10]3([N:9]=[C:8]([CH:2]4[CH2:7][CH2:6][CH2:5][CH2:4][CH2:3]4)[NH:12][C:11]3=[O:13])[CH2:18][CH2:17]2)(=[O:21])=[O:20])[CH:30]=[CH:29][CH:28]=1. The catalyst class is: 5. (2) Reactant: [CH2:1]([C:3]1[N:7]2[N:8]=[C:9]([CH2:28]O)[C:10]([CH2:19][CH2:20][CH2:21][CH2:22][C:23]([O:25][CH2:26][CH3:27])=[O:24])=[C:11]([C:12]3[CH:13]=[N:14][CH:15]=[C:16]([CH3:18])[CH:17]=3)[C:6]2=[CH:5][CH:4]=1)[CH3:2].[C:30]1(=[O:40])[C:38]2[C:33](=[CH:34][CH:35]=[CH:36][CH:37]=2)[C:32](=[O:39])[NH:31]1.C1(P(C2C=CC=CC=2)C2C=CC=CC=2)C=CC=CC=1. Product: [O:40]=[C:30]1[C:38]2[C:33](=[CH:34][CH:35]=[CH:36][CH:37]=2)[C:32](=[O:39])[N:31]1[CH2:28][C:9]1[C:10]([CH2:19][CH2:20][CH2:21][CH2:22][C:23]([O:25][CH2:26][CH3:27])=[O:24])=[C:11]([C:12]2[CH:13]=[N:14][CH:15]=[C:16]([CH3:18])[CH:17]=2)[C:6]2[N:7]([C:3]([CH2:1][CH3:2])=[CH:4][CH:5]=2)[N:8]=1. The catalyst class is: 7. (3) Reactant: [CH3:1][N:2]1[C:10]2[C:5](=[CH:6][CH:7]=[CH:8][CH:9]=2)[C:4]([C:11]2[CH:16]=[CH:15][C:14]([N+:17]([O-])=O)=[CH:13][CH:12]=2)=[C:3]1[C:20]([NH2:22])=[O:21]. Product: [CH3:1][N:2]1[C:10]2[C:5](=[CH:6][CH:7]=[CH:8][CH:9]=2)[C:4]([C:11]2[CH:16]=[CH:15][C:14]([NH2:17])=[CH:13][CH:12]=2)=[C:3]1[C:20]([NH2:22])=[O:21]. The catalyst class is: 43. (4) Reactant: Cl.[NH2:2][CH2:3][C:4]1[CH:9]=[CH:8][C:7]([NH:10][C:11]([N:13]2[C@@H:19]3[CH2:20][N:16]([CH2:17][CH2:18]3)[C:15]3[CH:21]=[CH:22][C:23]([C:25]4[CH:30]=[CH:29][CH:28]=[C:27]([C:31]([F:34])([F:33])[F:32])[CH:26]=4)=[N:24][C:14]2=3)=[O:12])=[CH:6][CH:5]=1.[CH3:35][C:36]1([CH2:39][CH2:40][C:41](ON2C(=O)CCC2=O)=[O:42])[N:38]=[N:37]1.C(N(CC)CC)C.C([O-])(O)=O.[Na+]. Product: [CH3:35][C:36]1([CH2:39][CH2:40][C:41]([NH:2][CH2:3][C:4]2[CH:9]=[CH:8][C:7]([NH:10][C:11]([N:13]3[C@@H:19]4[CH2:20][N:16]([CH2:17][CH2:18]4)[C:15]4[CH:21]=[CH:22][C:23]([C:25]5[CH:30]=[CH:29][CH:28]=[C:27]([C:31]([F:34])([F:33])[F:32])[CH:26]=5)=[N:24][C:14]3=4)=[O:12])=[CH:6][CH:5]=2)=[O:42])[N:38]=[N:37]1. The catalyst class is: 18. (5) Reactant: [F:1][C:2]1[CH:9]=[CH:8][C:7]([C:10]([F:13])([F:12])[F:11])=[CH:6][C:3]=1[CH2:4][NH2:5].C(N(CC)C(C)C)(C)C.[Br:23][C:24]1[CH:25]=[N:26][C:27](Cl)=[N:28][CH:29]=1. Product: [Br:23][C:24]1[CH:25]=[N:26][C:27]([NH:5][CH2:4][C:3]2[CH:6]=[C:7]([C:10]([F:11])([F:12])[F:13])[CH:8]=[CH:9][C:2]=2[F:1])=[N:28][CH:29]=1. The catalyst class is: 12. (6) Reactant: C([O-])([O-])=O.[K+].[K+].[Br:7][C:8]1[CH:13]=[CH:12][C:11]([C:14]([F:17])([F:16])[F:15])=[CH:10][C:9]=1[SH:18].CS(O[CH:24]1[CH2:29][CH2:28][O:27][CH:26]([C:30]2[CH:35]=[CH:34][C:33]([Cl:36])=[CH:32][CH:31]=2)[CH2:25]1)(=O)=O. Product: [Br:7][C:8]1[CH:13]=[CH:12][C:11]([C:14]([F:15])([F:16])[F:17])=[CH:10][C:9]=1[S:18][CH:24]1[CH2:29][CH2:28][O:27][CH:26]([C:30]2[CH:31]=[CH:32][C:33]([Cl:36])=[CH:34][CH:35]=2)[CH2:25]1. The catalyst class is: 173. (7) Reactant: Cl[C:2]1[N:7]=[C:6]([NH:8][C@H:9]([CH2:13][C:14]2[CH:19]=[CH:18][CH:17]=[CH:16][CH:15]=2)[C:10]([NH2:12])=[O:11])[CH:5]=[N:4][C:3]=1[C:20]#[N:21].[NH2:22][C:23]1[CH:24]=[C:25]2[C:30](=[CH:31][CH:32]=1)[N:29]=[CH:28][CH:27]=[CH:26]2.C([O-])([O-])=O.[K+].[K+].C1C=CC(P(C2C(C3C(P(C4C=CC=CC=4)C4C=CC=CC=4)=CC=C4C=3C=CC=C4)=C3C(C=CC=C3)=CC=2)C2C=CC=CC=2)=CC=1. Product: [C:20]([C:3]1[N:4]=[CH:5][C:6]([NH:8][C@H:9]([CH2:13][C:14]2[CH:19]=[CH:18][CH:17]=[CH:16][CH:15]=2)[C:10]([NH2:12])=[O:11])=[N:7][C:2]=1[NH:22][C:23]1[CH:24]=[C:25]2[C:30](=[CH:31][CH:32]=1)[N:29]=[CH:28][CH:27]=[CH:26]2)#[N:21]. The catalyst class is: 231. (8) Reactant: C[O:2][C:3]([C:5]1[CH:6]=[CH:7][C:8]2[O:13][CH2:12][C:11](=[O:14])[NH:10][C:9]=2[CH:15]=1)=[O:4].[Li+].[OH-]. Product: [O:14]=[C:11]1[NH:10][C:9]2[CH:15]=[C:5]([C:3]([OH:4])=[O:2])[CH:6]=[CH:7][C:8]=2[O:13][CH2:12]1. The catalyst class is: 20. (9) Reactant: [NH2:1][C:2]1[CH:7]=[C:6]([CH2:8][CH2:9][CH3:10])[N:5]=[CH:4][C:3]=1[NH:11][C:12](=O)[CH3:13].C(N(C)C)C.[AlH3].C1(C)C=CC=CC=1.C([O-])([O-])=O.[Na+].[Na+]. Product: [CH2:12]([NH:11][C:3]1[CH:4]=[N:5][C:6]([CH2:8][CH2:9][CH3:10])=[CH:7][C:2]=1[NH2:1])[CH3:13]. The catalyst class is: 76. (10) Reactant: Br[C:2]1[CH:7]=[C:6]([CH3:8])[C:5]([CH:9]2[C:13](=[O:14])/[C:12](=[CH:15]/[CH:16]3[CH2:21][CH2:20][CH2:19][CH2:18][CH2:17]3)/[CH2:11][C:10]2=[O:22])=[C:4]([CH3:23])[CH:3]=1. Product: [CH:16]1([CH2:15][CH:12]2[CH2:11][C:10](=[O:22])[CH:9]([C:5]3[C:6]([CH3:8])=[CH:7][CH:2]=[CH:3][C:4]=3[CH3:23])[C:13]2=[O:14])[CH2:17][CH2:18][CH2:19][CH2:20][CH2:21]1. The catalyst class is: 19.